Dataset: Peptide-MHC class I binding affinity with 185,985 pairs from IEDB/IMGT. Task: Regression. Given a peptide amino acid sequence and an MHC pseudo amino acid sequence, predict their binding affinity value. This is MHC class I binding data. (1) The peptide sequence is VTSLAIKNYY. The MHC is HLA-A33:01 with pseudo-sequence HLA-A33:01. The binding affinity (normalized) is 0.442. (2) The peptide sequence is RQCFNPMIV. The MHC is H-2-Db with pseudo-sequence H-2-Db. The binding affinity (normalized) is 0.0641. (3) The peptide sequence is SSVDEQIQW. The MHC is Mamu-B52 with pseudo-sequence Mamu-B52. The binding affinity (normalized) is 0.544. (4) The binding affinity (normalized) is 0.137. The MHC is HLA-B07:02 with pseudo-sequence HLA-B07:02. The peptide sequence is TPDNFSSLI. (5) The peptide sequence is PLRPMTYR. The MHC is HLA-B08:01 with pseudo-sequence HLA-B08:01. The binding affinity (normalized) is 0.179. (6) The peptide sequence is RESIVCYFM. The MHC is HLA-A01:01 with pseudo-sequence HLA-A01:01. The binding affinity (normalized) is 0.213. (7) The peptide sequence is RMTSLKNEL. The binding affinity (normalized) is 0.149. The MHC is HLA-A24:02 with pseudo-sequence HLA-A24:02.